From a dataset of Full USPTO retrosynthesis dataset with 1.9M reactions from patents (1976-2016). Predict the reactants needed to synthesize the given product. (1) Given the product [F:24][CH:2]([F:1])[C:3]1[N:8]2[N:9]=[CH:10][C:11]([C:12]#[C:13][C:26]3[S:30][C:29]([S:31]([N:34]4[CH2:39][CH2:38][N:37]([CH3:40])[CH2:36][CH2:35]4)(=[O:32])=[O:33])=[CH:28][CH:27]=3)=[C:7]2[N:6]=[C:5]([C:14]2[CH:19]=[CH:18][C:17]([C:20]([F:23])([F:22])[F:21])=[CH:16][CH:15]=2)[CH:4]=1, predict the reactants needed to synthesize it. The reactants are: [F:1][CH:2]([F:24])[C:3]1[N:8]2[N:9]=[CH:10][C:11]([C:12]#[CH:13])=[C:7]2[N:6]=[C:5]([C:14]2[CH:19]=[CH:18][C:17]([C:20]([F:23])([F:22])[F:21])=[CH:16][CH:15]=2)[CH:4]=1.Br[C:26]1[S:30][C:29]([S:31]([N:34]2[CH2:39][CH2:38][N:37]([CH3:40])[CH2:36][CH2:35]2)(=[O:33])=[O:32])=[CH:28][CH:27]=1. (2) Given the product [I:1][C:2]1[CH:3]=[C:4](/[CH:11]=[CH:12]\[C:13]2[CH:18]=[CH:17][C:16]([O:19][CH3:20])=[C:15]([C:22](=[O:24])[CH3:23])[CH:14]=2)[CH:5]=[C:6]([I:10])[C:7]=1[O:8][CH3:9], predict the reactants needed to synthesize it. The reactants are: [I:1][C:2]1[CH:3]=[C:4](/[CH:11]=[CH:12]\[C:13]2[CH:18]=[CH:17][C:16]([O:19][CH3:20])=[C:15](O)[CH:14]=2)[CH:5]=[C:6]([I:10])[C:7]=1[O:8][CH3:9].[C:22](OC(=O)C)(=[O:24])[CH3:23]. (3) Given the product [CH3:43][O:18][C:17](=[O:19])[CH2:16][C:12]1[CH:13]=[CH:14][CH:15]=[C:10]([O:9][CH2:8][CH2:7][CH2:6][N:5]([CH2:4][C:3]2[CH:34]=[CH:35][CH:36]=[C:37]([C:38]([F:39])([F:40])[F:41])[C:2]=2[Cl:1])[CH2:20][CH:21]([C:22]2[CH:27]=[CH:26][CH:25]=[CH:24][CH:23]=2)[C:28]2[CH:29]=[CH:30][CH:31]=[CH:32][CH:33]=2)[CH:11]=1, predict the reactants needed to synthesize it. The reactants are: [Cl:1][C:2]1[C:37]([C:38]([F:41])([F:40])[F:39])=[CH:36][CH:35]=[CH:34][C:3]=1[CH2:4][N:5]([CH2:20][CH:21]([C:28]1[CH:33]=[CH:32][CH:31]=[CH:30][CH:29]=1)[C:22]1[CH:27]=[CH:26][CH:25]=[CH:24][CH:23]=1)[CH2:6][CH2:7][CH2:8][O:9][C:10]1[CH:11]=[C:12]([CH2:16][C:17]([OH:19])=[O:18])[CH:13]=[CH:14][CH:15]=1.Cl.[CH3:43]O.